This data is from Forward reaction prediction with 1.9M reactions from USPTO patents (1976-2016). The task is: Predict the product of the given reaction. (1) Given the reactants [O:1]1[CH2:6][CH2:5][N:4]([C:7](=O)[CH2:8][C@@H:9]([NH:18][C:19]2[CH:24]=[CH:23][C:22]([S:25]([NH2:28])(=[O:27])=[O:26])=[CH:21][C:20]=2[S:29]([C:32]([F:35])([F:34])[F:33])(=[O:31])=[O:30])[CH2:10][S:11][C:12]2[CH:17]=[CH:16][CH:15]=[CH:14][CH:13]=2)[CH2:3][CH2:2]1.B.C1COCC1.Cl.C([O-])([O-])=O.[Na+].[Na+], predict the reaction product. The product is: [O:1]1[CH2:6][CH2:5][N:4]([CH2:7][CH2:8][C@@H:9]([NH:18][C:19]2[CH:24]=[CH:23][C:22]([S:25]([NH2:28])(=[O:26])=[O:27])=[CH:21][C:20]=2[S:29]([C:32]([F:35])([F:33])[F:34])(=[O:31])=[O:30])[CH2:10][S:11][C:12]2[CH:13]=[CH:14][CH:15]=[CH:16][CH:17]=2)[CH2:3][CH2:2]1. (2) Given the reactants [C:1]([C:3]1[CH:11]=[CH:10][C:6]([C:7]([OH:9])=[O:8])=[C:5]([F:12])[CH:4]=1)#[N:2].[C:13](=O)([O-])[O-].[K+].[K+].S(OC)(OC)(=O)=O.O, predict the reaction product. The product is: [C:1]([C:3]1[CH:11]=[CH:10][C:6]([C:7]([O:9][CH3:13])=[O:8])=[C:5]([F:12])[CH:4]=1)#[N:2]. (3) Given the reactants COCCOC[O:7][C:8]1[CH:15]=[CH:14][CH:13]=[CH:12][C:9]=1[CH:10]=O.[CH3:16][O:17][C:18]1[CH:19]=[C:20]([CH:24]=[CH:25][C:26]=1[O:27][CH3:28])[CH2:21][C:22]#[N:23], predict the reaction product. The product is: [CH3:16][O:17][C:18]1[CH:19]=[C:20](/[C:21](=[CH:10]/[C:9]2[CH:12]=[CH:13][CH:14]=[CH:15][C:8]=2[OH:7])/[C:22]#[N:23])[CH:24]=[CH:25][C:26]=1[O:27][CH3:28]. (4) Given the reactants [CH2:13]([O:8][C:9]1[CH:16]=[CH:15][C:12]([CH:13]=[O:8])=[CH:11][CH:10]=1)[C:12]1[CH:15]=[CH:16][CH:9]=[CH:10][CH:11]=1.[CH:17]([O:20][CH:21](P(OCC)(OCC)=O)[C:22]([O:24][CH2:25][CH3:26])=[O:23])([CH3:19])[CH3:18], predict the reaction product. The product is: [OH:8][C:9]1[CH:10]=[CH:11][C:12]([CH2:13][CH:21]([O:20][CH:17]([CH3:19])[CH3:18])[C:22]([O:24][CH2:25][CH3:26])=[O:23])=[CH:15][CH:16]=1.